Task: Predict which catalyst facilitates the given reaction.. Dataset: Catalyst prediction with 721,799 reactions and 888 catalyst types from USPTO (1) Reactant: [OH:1][C:2]1[CH:11]=[CH:10][C:5]([C:6]([O:8][CH3:9])=[O:7])=[CH:4][CH:3]=1.[CH3:12][O:13][CH:14]([O:17][CH3:18])[CH2:15]Br.[H-].[Na+]. Product: [CH3:12][O:13][CH:14]([O:17][CH3:18])[CH2:15][O:1][C:2]1[CH:3]=[CH:4][C:5]([C:6]([O:8][CH3:9])=[O:7])=[CH:10][CH:11]=1. The catalyst class is: 9. (2) Reactant: [C:1]1([C:7]2[NH:8][CH:9]=[C:10]([CH:12]=[O:13])[N:11]=2)[CH:6]=[CH:5][CH:4]=[CH:3][CH:2]=1.[H-].[Na+].[S:16]1[CH:20]=[CH:19][CH:18]=[C:17]1[S:21](Cl)(=[O:23])=[O:22].C(=O)([O-])O.[Na+]. Product: [C:1]1([C:7]2[N:8]([S:21]([C:17]3[S:16][CH:20]=[CH:19][CH:18]=3)(=[O:23])=[O:22])[CH:9]=[C:10]([CH:12]=[O:13])[N:11]=2)[CH:2]=[CH:3][CH:4]=[CH:5][CH:6]=1. The catalyst class is: 7. (3) Reactant: [Al+3].[Cl-].[Cl-].[Cl-].[N+](C)([O-])=O.[CH3:9][N:10]1[C:15]2[CH:16]=[CH:17][CH:18]=[CH:19][C:14]=2[O:13][CH2:12][C:11]1=[O:20].ClC[CH:23]([O:26]C(CCl)CCl)CCl. The catalyst class is: 2. Product: [CH3:9][N:10]1[C:15]2[CH:16]=[C:17]([CH:23]=[O:26])[CH:18]=[CH:19][C:14]=2[O:13][CH2:12][C:11]1=[O:20]. (4) Reactant: [CH3:1][O:2][C:3](=[O:16])[CH2:4][CH:5]([N:7](CC1C=CC=CC=1)[CH3:8])[CH3:6]. Product: [CH3:1][O:2][C:3](=[O:16])[CH2:4][CH:5]([NH:7][CH3:8])[CH3:6]. The catalyst class is: 105. (5) Reactant: [ClH:1].[Cl:2][C:3]1[CH:4]=[N:5][C:6](=O)[NH:7][CH:8]=1. Product: [ClH:2].[Cl:1][C:4]1[C:3]([Cl:2])=[CH:8][N:7]=[CH:6][N:5]=1. The catalyst class is: 286. (6) Reactant: [NH2:1][C:2]1[CH:3]=[C:4]([CH:7]=[CH:8][C:9]=1[OH:10])[C:5]#[N:6].C(=O)(O)[O-].[Na+].Br[CH2:17][C:18](Br)=[O:19]. Product: [O:19]=[C:18]1[NH:1][C:2]2[CH:3]=[C:4]([C:5]#[N:6])[CH:7]=[CH:8][C:9]=2[O:10][CH2:17]1. The catalyst class is: 22. (7) Reactant: [C:1]([C:3]1([CH2:9][C:10]2[CH:15]=[CH:14][C:13]([CH:16]([CH3:21])[C:17]([O:19]C)=[O:18])=[CH:12][CH:11]=2)[C:7](=[O:8])[CH2:6][S:5][CH2:4]1)#[N:2].Br. Product: [C:1]([C:3]1([CH2:9][C:10]2[CH:15]=[CH:14][C:13]([CH:16]([CH3:21])[C:17]([OH:19])=[O:18])=[CH:12][CH:11]=2)[C:7](=[O:8])[CH2:6][S:5][CH2:4]1)#[N:2]. The catalyst class is: 12. (8) Reactant: [Cl:1][C:2]1[C:8](I)=[C:7]([Cl:10])[CH:6]=[CH:5][C:3]=1[NH2:4].C([O-])([O-])=O.[K+].[K+].CO[CH2:19][CH2:20]OC.O. Product: [Cl:1][C:2]1[C:8]([CH:19]=[CH2:20])=[C:7]([Cl:10])[CH:6]=[CH:5][C:3]=1[NH2:4]. The catalyst class is: 492. (9) The catalyst class is: 101. Product: [CH2:1]([N:8]1[C:12]2=[C:13]([N+:27]([O-:29])=[O:28])[C:14]([NH:41][C:32]3[CH:33]=[CH:34][C:35]([Si:37]([CH3:39])([CH3:38])[CH3:40])=[CH:36][C:31]=3[F:30])=[C:15]([CH3:18])[C:16](=[O:17])[N:11]2[CH2:10][CH2:9]1)[C:2]1[CH:3]=[CH:4][CH:5]=[CH:6][CH:7]=1. Reactant: [CH2:1]([N:8]1[C:12]2=[C:13]([N+:27]([O-:29])=[O:28])[C:14](OS(C(F)(F)F)(=O)=O)=[C:15]([CH3:18])[C:16](=[O:17])[N:11]2[CH2:10][CH2:9]1)[C:2]1[CH:7]=[CH:6][CH:5]=[CH:4][CH:3]=1.[F:30][C:31]1[CH:36]=[C:35]([Si:37]([CH3:40])([CH3:39])[CH3:38])[CH:34]=[CH:33][C:32]=1[NH2:41].CC1(C)C2C(=C(P(C3C=CC=CC=3)C3C=CC=CC=3)C=CC=2)OC2C(P(C3C=CC=CC=3)C3C=CC=CC=3)=CC=CC1=2.[O-]P([O-])([O-])=O.[K+].[K+].[K+]. (10) Reactant: [Cl:1][C:2]1[CH:28]=[CH:27][C:5]([O:6][CH2:7][C:8]([N:10]2[C:16]3[CH:17]=[CH:18][CH:19]=[CH:20][C:15]=3[CH2:14][N:13]3[C:21]([C:24](Cl)=[O:25])=[CH:22][CH:23]=[C:12]3[CH2:11]2)=[O:9])=[CH:4][CH:3]=1.C(N(CC)CC)C.Cl.[CH3:37][C:38]1[C:43]([NH2:44])=[CH:42][CH:41]=[C:40]([C:45]2[CH:50]=[CH:49][CH:48]=[CH:47][C:46]=2[CH3:51])[CH:39]=1. Product: [Cl:1][C:2]1[CH:28]=[CH:27][C:5]([O:6][CH2:7][C:8]([N:10]2[C:16]3[CH:17]=[CH:18][CH:19]=[CH:20][C:15]=3[CH2:14][N:13]3[C:21]([C:24]([NH:44][C:43]4[CH:42]=[CH:41][C:40]([C:45]5[CH:50]=[CH:49][CH:48]=[CH:47][C:46]=5[CH3:51])=[CH:39][C:38]=4[CH3:37])=[O:25])=[CH:22][CH:23]=[C:12]3[CH2:11]2)=[O:9])=[CH:4][CH:3]=1. The catalyst class is: 7.